This data is from TCR-epitope binding with 47,182 pairs between 192 epitopes and 23,139 TCRs. The task is: Binary Classification. Given a T-cell receptor sequence (or CDR3 region) and an epitope sequence, predict whether binding occurs between them. The epitope is LLLGIGILV. The TCR CDR3 sequence is CSARDRVEEKLFF. Result: 0 (the TCR does not bind to the epitope).